This data is from Catalyst prediction with 721,799 reactions and 888 catalyst types from USPTO. The task is: Predict which catalyst facilitates the given reaction. Reactant: [NH2:1][C:2]1[N:6]=[CH:5][NH:4][N:3]=1.[CH3:7][C:8]([N+:15]#[C-:16])([CH3:14])[CH2:9][C:10]([CH3:13])([CH3:12])[CH3:11].[CH3:17][C:18]1[CH:25]=[CH:24][C:23]([CH3:26])=[CH:22][C:19]=1[CH:20]=O. Product: [CH3:17][C:18]1[CH:25]=[CH:24][C:23]([CH3:26])=[CH:22][C:19]=1[C:20]1[N:1]=[C:2]2[N:6]=[CH:5][NH:4][N:3]2[C:16]=1[NH:15][C:8]([CH3:14])([CH3:7])[CH2:9][C:10]([CH3:13])([CH3:12])[CH3:11]. The catalyst class is: 519.